This data is from Peptide-MHC class I binding affinity with 185,985 pairs from IEDB/IMGT. The task is: Regression. Given a peptide amino acid sequence and an MHC pseudo amino acid sequence, predict their binding affinity value. This is MHC class I binding data. The peptide sequence is SVYLELDTI. The MHC is Mamu-B01 with pseudo-sequence Mamu-B01. The binding affinity (normalized) is 0.758.